Predict the reactants needed to synthesize the given product. From a dataset of Full USPTO retrosynthesis dataset with 1.9M reactions from patents (1976-2016). (1) Given the product [OH:2][C:3]1[CH:21]=[CH:20][C:19]2[C:11](=[O:12])[C:10]3[CH:14]=[CH:15][CH:16]=[CH:17][C:9]=3[C:7](=[O:8])[N:6]([CH3:18])[C:5]=2[CH:4]=1, predict the reactants needed to synthesize it. The reactants are: C[O:2][C:3]1[CH:4]=[C:5]([CH:19]=[CH:20][CH:21]=1)[N:6]([CH3:18])[C:7]([C:9]1[CH:17]=[CH:16][CH:15]=[CH:14][C:10]=1[C:11](Cl)=[O:12])=[O:8].[Al+3].[Cl-].[Cl-].[Cl-].[Na+].[Cl-]. (2) Given the product [F:1][C:2]1[CH:24]=[CH:23][CH:22]=[CH:21][C:3]=1[O:4][C:5]1[C:18](=[O:19])[N:17]([CH3:20])[C:8]2[N:9]=[C:10]([NH:25][CH:26]3[CH2:31][CH2:30][CH:29]([OH:32])[CH2:28][CH2:27]3)[N:11]=[CH:12][C:7]=2[CH:6]=1, predict the reactants needed to synthesize it. The reactants are: [F:1][C:2]1[CH:24]=[CH:23][CH:22]=[CH:21][C:3]=1[O:4][C:5]1[C:18](=[O:19])[N:17]([CH3:20])[C:8]2[N:9]=[C:10](S(C)(=O)=O)[N:11]=[CH:12][C:7]=2[CH:6]=1.[NH2:25][C@H:26]1[CH2:31][CH2:30][C@H:29]([OH:32])[CH2:28][CH2:27]1. (3) Given the product [OH:1][C:2]1[CH:9]=[C:8]([O:10][CH:13]2[CH2:14][CH2:15][CH2:16][CH2:17][O:12]2)[CH:7]=[C:6]([CH3:11])[C:3]=1[CH:4]=[O:5], predict the reactants needed to synthesize it. The reactants are: [OH:1][C:2]1[CH:9]=[C:8]([OH:10])[CH:7]=[C:6]([CH3:11])[C:3]=1[CH:4]=[O:5].[O:12]1[CH:17]=[CH:16][CH2:15][CH2:14][CH2:13]1.C1(C)C=CC(S([O-])(=O)=O)=CC=1.[NH+]1C=CC=CC=1. (4) Given the product [CH3:1][O:2][C:3]([C:5]1[CH:14]=[C:13]([C:44]#[C:43][CH2:42][NH:41][C:34]([O:36][C:37]([CH3:40])([CH3:39])[CH3:38])=[O:35])[C:12]2[C:7](=[C:8]([N+:23]([O-:25])=[O:24])[CH:9]=[CH:10][CH:11]=2)[N:6]=1)=[O:4], predict the reactants needed to synthesize it. The reactants are: [CH3:1][O:2][C:3]([C:5]1[CH:14]=[C:13](OS(C(F)(F)F)(=O)=O)[C:12]2[C:7](=[C:8]([N+:23]([O-:25])=[O:24])[CH:9]=[CH:10][CH:11]=2)[N:6]=1)=[O:4].C1(C#C)C=CC=CC=1.[C:34]([NH:41][CH2:42][C:43]#[CH:44])([O:36][C:37]([CH3:40])([CH3:39])[CH3:38])=[O:35]. (5) Given the product [C:15]([O-:18])(=[O:17])[CH3:16].[OH:14][CH2:13][C:9]1[CH:8]=[C:7]([CH:12]=[CH:11][CH:10]=1)[C:4]([NH2:5])=[NH2+:3], predict the reactants needed to synthesize it. The reactants are: CC1O[N:5]=[C:4]([C:7]2[CH:8]=[C:9]([CH2:13][OH:14])[CH:10]=[CH:11][CH:12]=2)[N:3]=1.[C:15]([OH:18])(=[O:17])[CH3:16].O.[H][H]. (6) Given the product [C:13]1([N:19]2[CH2:20][CH2:21][NH:22][C:1]2=[S:2])[CH:18]=[CH:17][CH:16]=[CH:15][CH:14]=1, predict the reactants needed to synthesize it. The reactants are: [C:1](N1C=CN=C1)(N1C=CN=C1)=[S:2].[C:13]1([NH:19][CH2:20][CH2:21][NH2:22])[CH:18]=[CH:17][CH:16]=[CH:15][CH:14]=1.C(Cl)Cl. (7) Given the product [NH2:1][C:2]1[C:7]([C:8]#[N:9])=[C:6]([C:10]2[CH:11]=[CH:12][C:13]([O:16][CH2:17][CH2:18][OH:19])=[CH:14][CH:15]=2)[C:5]([C:20]#[N:21])=[C:4]([S:22][CH2:24][C:25]2[N:26]=[C:27]([C:30]3[CH:35]=[CH:34][C:33]([Cl:36])=[C:32]([CH3:37])[CH:31]=3)[O:28][CH:29]=2)[N:3]=1, predict the reactants needed to synthesize it. The reactants are: [NH2:1][C:2]1[C:7]([C:8]#[N:9])=[C:6]([C:10]2[CH:15]=[CH:14][C:13]([O:16][CH2:17][CH2:18][OH:19])=[CH:12][CH:11]=2)[C:5]([C:20]#[N:21])=[C:4]([SH:22])[N:3]=1.Cl[CH2:24][C:25]1[N:26]=[C:27]([C:30]2[CH:35]=[CH:34][C:33]([Cl:36])=[C:32]([CH3:37])[CH:31]=2)[O:28][CH:29]=1.C(=O)(O)[O-].[Na+]. (8) Given the product [NH2:12][C:11]1[N:7]([C:6]2[C:5]([CH3:9])=[C:4]([CH3:10])[S:3][C:2]=2[F:1])[N:8]=[C:14]([OH:15])[CH:13]=1, predict the reactants needed to synthesize it. The reactants are: [F:1][C:2]1[S:3][C:4]([CH3:10])=[C:5]([CH3:9])[C:6]=1[NH:7][NH2:8].[C:11]([CH2:13][C:14](Cl)=[O:15])#[N:12]. (9) Given the product [Cl:32][C:23]1[CH:24]=[C:25]([S:28]([N:12]2[C:11]3[C:6](=[CH:7][CH:8]=[C:9]([C:13]([F:16])([F:15])[F:14])[CH:10]=3)[N:5]3[CH:17]=[CH:18][CH:19]=[C:4]3[CH:3]2[CH2:1][CH3:2])(=[O:30])=[O:29])[CH:26]=[CH:27][C:22]=1[O:21][CH3:20], predict the reactants needed to synthesize it. The reactants are: [CH2:1]([CH:3]1[NH:12][C:11]2[C:6](=[CH:7][CH:8]=[C:9]([C:13]([F:16])([F:15])[F:14])[CH:10]=2)[N:5]2[CH:17]=[CH:18][CH:19]=[C:4]12)[CH3:2].[CH3:20][O:21][C:22]1[CH:27]=[CH:26][C:25]([S:28](Cl)(=[O:30])=[O:29])=[CH:24][C:23]=1[Cl:32].